Dataset: KCNQ2 potassium channel screen with 302,405 compounds. Task: Binary Classification. Given a drug SMILES string, predict its activity (active/inactive) in a high-throughput screening assay against a specified biological target. (1) The molecule is Fc1c(CN2CC(CCC2=O)C(=O)N2CCC(CC2)C(=O)c2ccccc2)cccc1. The result is 0 (inactive). (2) The molecule is O(c1c(N2C(=O)/C(=C\NCCCN(CC)CC)C(=O)NC2=O)cccc1)CC. The result is 0 (inactive). (3) The molecule is O1CCN(CC1)c1nc(NC(C)(C)C)nc(n1)Nc1c(OC)cc(OC)cc1. The result is 0 (inactive). (4) The drug is FC(F)(F)c1[nH]c(n2[nH]c3c(CCCC3)c2=O)nc(=O)c1. The result is 0 (inactive). (5) The drug is O(c1c(c2oc(=O)cc(c2cc1)C)C(=O)C)C(C)C(OCC)=O. The result is 0 (inactive). (6) The molecule is [O-][N+](=O)c1cc2nn(c3ccc(cc3)C)cc2cc1. The result is 0 (inactive). (7) The molecule is S(CC(=O)N1CCN(CC1)c1ccccc1)c1n(c(nn1)CCNC(=O)c1sccc1)C. The result is 0 (inactive). (8) The molecule is Clc1c(NC(=O)CCCC)c(cc(c1)C)C. The result is 1 (active). (9) The compound is s1c(nnc1NC(=O)COCC)COC. The result is 0 (inactive).